This data is from Experimentally validated miRNA-target interactions with 360,000+ pairs, plus equal number of negative samples. The task is: Binary Classification. Given a miRNA mature sequence and a target amino acid sequence, predict their likelihood of interaction. (1) The miRNA is hsa-miR-4310 with sequence GCAGCAUUCAUGUCCC. The protein sequence of the target gene is MSNNLRRVFLKPAEENSGNASRCVSGCMYQVVQTIGSDGKNLLQLLPIPKSSGNLIPLVQSSVMSDALKGNTGKPVQVTFQTQISSSSTSASVQLPIFQPASSSNYFLTRTVDTSEKGRVTSVGTGNFSSSVSKVQSHGVKIDGLTMQTFAVPPSTQKDSSFIVVNTQSLPVTVKSPVLPSGHHLQIPAHAEVKSVPASSLPPSVQQKILATATTSTSGMVEASQMPTVIYVSPVNTVKNVVTKNFQNIYPKPVTEIAKPVILNTTQIPKNVATETQLKGGQHSQAAPVKWIFQDNLQPF.... Result: 1 (interaction). (2) The miRNA is mmu-miR-877-5p with sequence GUAGAGGAGAUGGCGCAGGG. The protein sequence of the target gene is MTSSPVSRVVYNGKRTSSPRSPPSSSEIFTPAHEENVRFIYEAWQGVERDLRGQVPGGERGLVEEYVEKVPNPSLKTFKPIDLSDLKRRSTQDAKKS. Result: 0 (no interaction). (3) The miRNA is hsa-miR-6753-5p with sequence CACCAGGGCAGAGCAGGGCUGA. The protein sequence of the target gene is MAEDKPDAKSPKTGARPQGGADAGEPTTLLQRLRGTISKAVQNKVEGILQEVQKFSDNDKLYLYLQLPSGPSVGEKSSEPSLLSNEEYMYAYRWIRNHLEEHMDTCLPKQSVYDAYRKYCESLACCRPLSTANFGKIIREIFPDIKARRLGGRGQSKYCYSGIRRKTLVSMPPLPGLDLKGSESPEMGPEVSPAPRDELVEAACALTCDWAERILKRSFSSIVQVARYLLQQHLISARSAHAHVLKAGGLAEEDERAPRERSLCKSKNVVESLEGGGPKKPERPAQPPKEQEARAGTDLP.... Result: 0 (no interaction).